From a dataset of Catalyst prediction with 721,799 reactions and 888 catalyst types from USPTO. Predict which catalyst facilitates the given reaction. Reactant: Cl[C:2]1[C:11]2[C:6](=[C:7]([NH:12][C:13]([NH:15][CH2:16][C:17]3[CH:22]=[CH:21][C:20]([C:23]([F:26])([F:25])[F:24])=[CH:19][CH:18]=3)=[O:14])[CH:8]=[CH:9][CH:10]=2)[CH:5]=[CH:4][N:3]=1.Cl.C1C[O:31]CC1. Product: [OH:31][C:2]1[C:11]2[C:6](=[C:7]([NH:12][C:13]([NH:15][CH2:16][C:17]3[CH:22]=[CH:21][C:20]([C:23]([F:26])([F:25])[F:24])=[CH:19][CH:18]=3)=[O:14])[CH:8]=[CH:9][CH:10]=2)[CH:5]=[CH:4][N:3]=1. The catalyst class is: 13.